Dataset: NCI-60 drug combinations with 297,098 pairs across 59 cell lines. Task: Regression. Given two drug SMILES strings and cell line genomic features, predict the synergy score measuring deviation from expected non-interaction effect. Drug 1: CC1=C(C(CCC1)(C)C)C=CC(=CC=CC(=CC(=O)O)C)C. Drug 2: C1CN1C2=NC(=NC(=N2)N3CC3)N4CC4. Cell line: HOP-92. Synergy scores: CSS=25.3, Synergy_ZIP=-8.69, Synergy_Bliss=-0.961, Synergy_Loewe=-6.40, Synergy_HSA=0.901.